This data is from Catalyst prediction with 721,799 reactions and 888 catalyst types from USPTO. The task is: Predict which catalyst facilitates the given reaction. (1) Reactant: C([Li])CCC.C(NC(C)C)(C)C.[Li+].CC([N-]C(C)C)C.[F:21][C:22]1[CH:27]=[C:26]([F:28])[C:25]([F:29])=[CH:24][C:23]=1[Br:30].[C:31](=[O:33])=[O:32].Cl. Product: [Br:30][C:23]1[C:22]([F:21])=[C:27]([C:26]([F:28])=[C:25]([F:29])[CH:24]=1)[C:31]([OH:33])=[O:32]. The catalyst class is: 165. (2) Reactant: [OH:1][C:2]1[CH:7]=[CH:6][C:5]([C:8]2[C:9]([CH2:21][NH:22][C:23]3[CH:28]=[CH:27][CH:26]=[CH:25][C:24]=3[O:29][CH3:30])=[C:10]3[C:15](=[CH:16][CH:17]=2)[NH:14][C:13]([CH3:19])([CH3:18])[CH:12]=[C:11]3[CH3:20])=[C:4]([O:31][CH3:32])[CH:3]=1.C(N(CC)CC)C.[C:40](Cl)(=[O:43])[O:41][CH3:42]. The catalyst class is: 2. Product: [CH3:32][O:31][C:4]1[CH:3]=[C:2]([O:1][C:40]([O:41][CH3:42])=[O:43])[CH:7]=[CH:6][C:5]=1[C:8]1[C:9]([CH2:21][NH:22][C:23]2[CH:28]=[CH:27][CH:26]=[CH:25][C:24]=2[O:29][CH3:30])=[C:10]2[C:15](=[CH:16][CH:17]=1)[NH:14][C:13]([CH3:19])([CH3:18])[CH:12]=[C:11]2[CH3:20]. (3) Reactant: [C:1]([O:5][C:6](=[O:16])[CH2:7]P(OCC)(OCC)=O)([CH3:4])([CH3:3])[CH3:2].CC(C)([O-])C.[K+].O=[C:24]1[CH2:27][N:26]([C:28]([O:30][C:31]([CH3:34])([CH3:33])[CH3:32])=[O:29])[CH2:25]1. Product: [C:1]([O:5][C:6](=[O:16])[CH:7]=[C:24]1[CH2:25][N:26]([C:28]([O:30][C:31]([CH3:34])([CH3:33])[CH3:32])=[O:29])[CH2:27]1)([CH3:2])([CH3:3])[CH3:4]. The catalyst class is: 56.